This data is from Peptide-MHC class I binding affinity with 185,985 pairs from IEDB/IMGT. The task is: Regression. Given a peptide amino acid sequence and an MHC pseudo amino acid sequence, predict their binding affinity value. This is MHC class I binding data. (1) The peptide sequence is TWLTYHGAI. The MHC is Patr-A0701 with pseudo-sequence Patr-A0701. The binding affinity (normalized) is 0.380. (2) The peptide sequence is KIRLGFHWK. The MHC is HLA-B58:01 with pseudo-sequence HLA-B58:01. The binding affinity (normalized) is 0.0847. (3) The binding affinity (normalized) is 0.369. The MHC is HLA-B07:02 with pseudo-sequence HLA-B07:02. The peptide sequence is SPNQARAQAAL. (4) The peptide sequence is NSSRCWVAL. The MHC is HLA-B35:01 with pseudo-sequence HLA-B35:01. The binding affinity (normalized) is 0. (5) The peptide sequence is SMRSRARHI. The MHC is HLA-B58:01 with pseudo-sequence HLA-B58:01. The binding affinity (normalized) is 0.0847. (6) The peptide sequence is LADQLIHLHY. The MHC is HLA-A02:02 with pseudo-sequence HLA-A02:02. The binding affinity (normalized) is 0.0375. (7) The peptide sequence is VPGLPGTVL. The MHC is HLA-B15:01 with pseudo-sequence HLA-B15:01. The binding affinity (normalized) is 0.0847. (8) The peptide sequence is VLCVKKFYK. The MHC is HLA-A03:01 with pseudo-sequence HLA-A03:01. The binding affinity (normalized) is 0.702. (9) The MHC is HLA-A31:01 with pseudo-sequence HLA-A31:01. The peptide sequence is DVLKTRLFR. The binding affinity (normalized) is 0.700.